This data is from Peptide-MHC class I binding affinity with 185,985 pairs from IEDB/IMGT. The task is: Regression. Given a peptide amino acid sequence and an MHC pseudo amino acid sequence, predict their binding affinity value. This is MHC class I binding data. (1) The binding affinity (normalized) is 0.0847. The peptide sequence is AENKKFKLH. The MHC is HLA-A01:01 with pseudo-sequence HLA-A01:01. (2) The peptide sequence is CIHAEEKVKH. The MHC is Mamu-B03 with pseudo-sequence Mamu-B03. The binding affinity (normalized) is 0.